This data is from Forward reaction prediction with 1.9M reactions from USPTO patents (1976-2016). The task is: Predict the product of the given reaction. Given the reactants [Br:1][C:2]1[CH:7]=[C:6](I)[C:5](I)=[CH:4][C:3]=1[Br:10].[C:11]1(B(O)O)[CH:16]=[CH:15][CH:14]=[CH:13][CH:12]=1.C(=O)([O-])[O-].[Na+].[Na+], predict the reaction product. The product is: [Br:1][C:2]1[CH:7]=[C:6]([C:11]2[CH:16]=[CH:15][CH:14]=[CH:13][CH:12]=2)[C:5]([C:2]2[CH:7]=[CH:6][CH:5]=[CH:4][CH:3]=2)=[CH:4][C:3]=1[Br:10].